From a dataset of Forward reaction prediction with 1.9M reactions from USPTO patents (1976-2016). Predict the product of the given reaction. (1) Given the reactants C(OC([NH:8][CH2:9][C:10]1[CH:11]=[C:12]([NH:16][C:17](=[O:39])[CH2:18][N:19]2[CH:23]=[C:22]([O:24][C:25]3[C:34]4[C:29](=[CH:30][C:31]([O:37][CH3:38])=[C:32]([O:35][CH3:36])[CH:33]=4)[N:28]=[CH:27][N:26]=3)[CH:21]=[N:20]2)[CH:13]=[CH:14][CH:15]=1)=O)(C)(C)C.FC(F)(F)C(O)=O, predict the reaction product. The product is: [NH2:8][CH2:9][C:10]1[CH:11]=[C:12]([NH:16][C:17](=[O:39])[CH2:18][N:19]2[CH:23]=[C:22]([O:24][C:25]3[C:34]4[C:29](=[CH:30][C:31]([O:37][CH3:38])=[C:32]([O:35][CH3:36])[CH:33]=4)[N:28]=[CH:27][N:26]=3)[CH:21]=[N:20]2)[CH:13]=[CH:14][CH:15]=1. (2) Given the reactants [CH2:1]([CH:3]([NH:6][C:7]1[C:12]([C:13](O)=O)=[C:11]([NH:16][C:17]2[C:22]([CH3:23])=[CH:21][C:20]([CH3:24])=[CH:19][C:18]=2[CH3:25])[N:10]=[C:9]([CH3:26])[CH:8]=1)[CH2:4][CH3:5])[CH3:2].[H-].[Al+3].[Li+].[H-].[H-].[H-], predict the reaction product. The product is: [CH2:1]([CH:3]([NH:6][C:7]1[CH:8]=[C:9]([CH3:26])[N:10]=[C:11]([NH:16][C:17]2[C:18]([CH3:25])=[CH:19][C:20]([CH3:24])=[CH:21][C:22]=2[CH3:23])[C:12]=1[CH3:13])[CH2:4][CH3:5])[CH3:2]. (3) Given the reactants [C:1](N1C=CN=C1)(N1C=CN=C1)=O.[N:13]1[CH:18]=[CH:17][CH:16]=[CH:15][C:14]=1[C:19]([OH:21])=O.[C:22]([O:25][C:26]([CH3:29])(C)C)(=[O:24])[CH3:23].C([N-]C(C)C)(C)C.[Li+].Cl.[H-].[Na+].BrCC(OCC)=O.C1(C)C=CC(S(O)(=O)=O)=CC=1.C(=O)(O)[O-].[Na+], predict the reaction product. The product is: [O:21]=[C:19]([C:14]1[CH:15]=[CH:16][CH:17]=[CH:18][N:13]=1)[CH2:1][CH2:23][C:22]([O:25][CH2:26][CH3:29])=[O:24].